This data is from Reaction yield outcomes from USPTO patents with 853,638 reactions. The task is: Predict the reaction yield, written as a fraction of the theoretical maximum amount of product (1.0 means a 100% yield; for example, 0.34 means a 34% yield). The reactants are [C:1]1(=[O:8])O[C:5](=[O:6])[CH:4]=[C:2]1[CH3:3].[NH2:9][C:10]1[CH:15]=[CH:14][C:13]([Br:16])=[CH:12][N:11]=1. The catalyst is C1(C)C=CC=CC=1. The product is [Br:16][C:13]1[CH:14]=[CH:15][C:10]([N:9]2[C:5](=[O:6])[CH:4]=[C:2]([CH3:3])[C:1]2=[O:8])=[N:11][CH:12]=1. The yield is 0.710.